This data is from Full USPTO retrosynthesis dataset with 1.9M reactions from patents (1976-2016). The task is: Predict the reactants needed to synthesize the given product. (1) Given the product [CH3:42][N:10]([CH3:9])[CH2:11][CH2:12][CH2:13][O:14][CH2:15][C:16]1[NH:17][N:18]=[C:19]2[C:25]=1[C:24]1[CH:26]=[CH:27][CH:28]=[CH:29][C:23]=1[S:22][C:21]1[CH:30]=[CH:31][CH:32]=[CH:33][C:20]2=1, predict the reactants needed to synthesize it. The reactants are: Cl.CN(C)CCCCl.[CH3:9][N:10]([CH3:42])[CH2:11][CH2:12][CH2:13][O:14][CH2:15][C:16]1[N:17](COCC[Si](C)(C)C)[N:18]=[C:19]2[C:25]=1[C:24]1[CH:26]=[CH:27][CH:28]=[CH:29][C:23]=1[S:22][C:21]1[CH:30]=[CH:31][CH:32]=[CH:33][C:20]2=1. (2) Given the product [C:9]([C:11]1[CH:16]=[CH:15][C:14]([NH:17][C:18]2[N:23]=[C:22]([Cl:24])[C:21]([C:25]([F:28])([F:27])[F:26])=[CH:20][N:19]=2)=[C:13]([O:29][CH3:30])[CH:12]=1)([OH:10])=[O:8], predict the reactants needed to synthesize it. The reactants are: C([O:8][C:9]([C:11]1[CH:16]=[CH:15][C:14]([NH:17][C:18]2[N:23]=[C:22]([Cl:24])[C:21]([C:25]([F:28])([F:27])[F:26])=[CH:20][N:19]=2)=[C:13]([O:29][CH3:30])[CH:12]=1)=[O:10])C1C=CC=CC=1.[H][H].